From a dataset of Catalyst prediction with 721,799 reactions and 888 catalyst types from USPTO. Predict which catalyst facilitates the given reaction. The catalyst class is: 5. Product: [CH3:36][N:2]([CH3:1])[N:3]1[CH2:4][CH2:5][CH:6]([N:9]([CH2:34][CH3:35])[C:10]2[C:25]3[CH2:24][CH:23]=[CH:22][CH2:21][CH2:20][C:19]4[CH:26]=[C:27]([CH3:32])[NH:28][C:29](=[O:30])[C:18]=4[CH2:17][NH:16][C:15](=[O:33])[C:14]=3[CH:13]=[CH:12][CH:11]=2)[CH2:7][CH2:8]1. Reactant: [CH3:1][N:2]([CH3:36])[N:3]1[CH2:8][CH2:7][CH:6]([N:9]([CH2:34][CH3:35])[C:10]2[C:25]3[CH2:24][CH:23]=[CH:22][CH2:21][CH2:20][C:19]4[CH:26]=[C:27]([CH3:32])[N:28]=[C:29]([O:30]C)[C:18]=4[CH2:17][NH:16][C:15](=[O:33])[C:14]=3[CH:13]=[CH:12][CH:11]=2)[CH2:5][CH2:4]1.Cl.